This data is from Forward reaction prediction with 1.9M reactions from USPTO patents (1976-2016). The task is: Predict the product of the given reaction. (1) Given the reactants [CH2:1]1[CH2:5][O:4][CH2:3][CH2:2]1.[Br:6][C:7]1[CH:8]=[C:9]([C:21]([F:24])([F:23])[F:22])[CH:10]=[C:11]2[C:16]=1[N:15]=[C:14]([CH:17]=[CH:18]OC)[CH:13]=[CH:12]2.BrN1[C:30](=[O:31])CCC1=O.COCCO[C:38]1C=C[C:41]([NH2:44])=[N:42][CH:43]=1, predict the reaction product. The product is: [Br:6][C:7]1[CH:8]=[C:9]([C:21]([F:22])([F:23])[F:24])[CH:10]=[C:11]2[C:16]=1[N:15]=[C:14]([C:17]1[N:42]3[CH:43]=[CH:38][C:3]([O:4][CH2:5][CH2:1][O:31][CH3:30])=[CH:2][C:41]3=[N:44][CH:18]=1)[CH:13]=[CH:12]2. (2) Given the reactants [N:1]1([CH2:6][CH2:7][OH:8])[CH2:5][CH2:4][CH2:3][CH2:2]1.[H-].[Na+].[CH3:11][C:12]1[CH:17]=[C:16]([C:18]2[NH:27][C:26](=[O:28])[C:25]3[C:20](=[CH:21][C:22](F)=[CH:23][C:24]=3[O:29][CH3:30])[N:19]=2)[CH:15]=[C:14]([CH3:32])[N:13]=1, predict the reaction product. The product is: [CH3:32][C:14]1[CH:15]=[C:16]([C:18]2[NH:27][C:26](=[O:28])[C:25]3[C:20](=[CH:21][C:22]([O:8][CH2:7][CH2:6][N:1]4[CH2:5][CH2:4][CH2:3][CH2:2]4)=[CH:23][C:24]=3[O:29][CH3:30])[N:19]=2)[CH:17]=[C:12]([CH3:11])[N:13]=1. (3) The product is: [CH3:28][N:29]([CH3:58])[CH2:30][CH2:31][N:32]([CH3:57])[C:33]1[CH:34]=[CH:35][C:36]([NH:39][C:40]2[C:41](=[O:56])[N:42]([CH3:55])[CH:43]=[C:44]([C:7]3[C:6]([CH2:5][OH:4])=[C:11]([N:12]4[CH2:17][CH2:16][C:15]5[C:18]6[CH2:24][CH2:23][CH2:22][CH2:21][C:19]=6[S:20][C:14]=5[C:13]4=[O:25])[CH:10]=[C:9]([F:26])[CH:8]=3)[CH:45]=2)=[N:37][CH:38]=1. Given the reactants C([O:4][CH2:5][C:6]1[C:11]([N:12]2[CH2:17][CH2:16][C:15]3[C:18]4[CH2:24][CH2:23][CH2:22][CH2:21][C:19]=4[S:20][C:14]=3[C:13]2=[O:25])=[CH:10][C:9]([F:26])=[CH:8][C:7]=1Br)(=O)C.[CH3:28][N:29]([CH3:58])[CH2:30][CH2:31][N:32]([CH3:57])[C:33]1[CH:34]=[CH:35][C:36]([NH:39][C:40]2[C:41](=[O:56])[N:42]([CH3:55])[CH:43]=[C:44](B3OC(C)(C)C(C)(C)O3)[CH:45]=2)=[N:37][CH:38]=1, predict the reaction product. (4) Given the reactants [O:1]1[C:6]2[CH:7]=[CH:8][CH:9]=[CH:10][C:5]=2[O:4][CH2:3][CH:2]1[CH2:11][N:12]1[CH2:17][CH2:16][CH2:15][C:14]([CH2:19][OH:20])([CH3:18])[CH2:13]1.CCN(C(C)C)C(C)C.Cl[CH2:31][O:32][CH3:33].O, predict the reaction product. The product is: [O:1]1[C:6]2[CH:7]=[CH:8][CH:9]=[CH:10][C:5]=2[O:4][CH2:3][CH:2]1[CH2:11][N:12]1[CH2:17][CH2:16][CH2:15][C:14]([CH2:19][O:20][CH2:31][O:32][CH3:33])([CH3:18])[CH2:13]1. (5) Given the reactants CN(C)[CH:3]=[CH:4][C:5]([C:7]1[O:8][CH:9]=[CH:10][CH:11]=1)=O.Cl.[NH2:14][C:15]([NH2:17])=[NH:16].C(=O)([O-])[O-].[K+].[K+], predict the reaction product. The product is: [O:8]1[CH:9]=[CH:10][CH:11]=[C:7]1[C:5]1[CH:4]=[CH:3][N:14]=[C:15]([NH2:17])[N:16]=1. (6) Given the reactants Cl[C:2]1[C:7]2[N:8]=[C:9]([N:18]3[CH:22]=[CH:21][N:20]=[CH:19]3)[N:10]=[C:11]([N:12]3[CH2:17][CH2:16][O:15][CH2:14][CH2:13]3)[C:6]=2[N:5]=[C:4]([C:23]([O:25][CH3:26])=[O:24])[CH:3]=1.C([O-])=O.[NH4+], predict the reaction product. The product is: [N:18]1([C:9]2[N:10]=[C:11]([N:12]3[CH2:17][CH2:16][O:15][CH2:14][CH2:13]3)[C:6]3[N:5]=[C:4]([C:23]([O:25][CH3:26])=[O:24])[CH:3]=[CH:2][C:7]=3[N:8]=2)[CH:22]=[CH:21][N:20]=[CH:19]1. (7) Given the reactants [O:1]1[CH:5]=[CH:4][N:3]=[CH:2]1.C([Li])CCC.I[C:12]1[CH:13]=[C:14]([CH:19]=[C:20]([C:22]([N:24]([CH3:28])[CH2:25][CH2:26][CH3:27])=[O:23])[CH:21]=1)[C:15]([O:17]C)=[O:16].O.[OH-].[Li+], predict the reaction product. The product is: [CH3:28][N:24]([CH2:25][CH2:26][CH3:27])[C:22]([C:20]1[CH:19]=[C:14]([CH:13]=[C:12]([C:2]2[O:1][CH:5]=[CH:4][N:3]=2)[CH:21]=1)[C:15]([OH:17])=[O:16])=[O:23].